This data is from Full USPTO retrosynthesis dataset with 1.9M reactions from patents (1976-2016). The task is: Predict the reactants needed to synthesize the given product. Given the product [CH3:27][O:28][C:29]1[CH:30]=[C:31]([NH:41][C:42]2[N:44]=[CH:3][C:4]3[CH2:5][CH2:6][CH2:7][CH:8]([OH:17])[C:9]=3[N:43]=2)[CH:32]=[CH:33][C:34]=1[N:35]1[CH:39]=[C:38]([CH3:40])[N:37]=[CH:36]1, predict the reactants needed to synthesize it. The reactants are: CN(C)/[CH:3]=[C:4]1\[CH2:5][CH2:6][CH2:7][C:8]([OH:17])(C2C=NC=CC=2)[C:9]\1=O.[N+]([O-])(O)=O.[N+]([O-])(O)=O.[CH3:27][O:28][C:29]1[CH:30]=[C:31]([NH:41][C:42]([NH2:44])=[NH:43])[CH:32]=[CH:33][C:34]=1[N:35]1[CH:39]=[C:38]([CH3:40])[N:37]=[CH:36]1.C(N(CC)CC)C.